Predict the reactants needed to synthesize the given product. From a dataset of Full USPTO retrosynthesis dataset with 1.9M reactions from patents (1976-2016). The reactants are: [CH2:1]([O:3][C:4]1[CH:5]=[C:6]([CH:9]=[CH:10][C:11]=1[OH:12])[CH:7]=[O:8])[CH3:2].C(=O)([O-])[O-].[K+].[K+].I[CH:20]([CH3:22])[CH3:21]. Given the product [CH2:1]([O:3][C:4]1[CH:5]=[C:6]([CH:9]=[CH:10][C:11]=1[O:12][CH:20]([CH3:22])[CH3:21])[CH:7]=[O:8])[CH3:2], predict the reactants needed to synthesize it.